Regression. Given a peptide amino acid sequence and an MHC pseudo amino acid sequence, predict their binding affinity value. This is MHC class I binding data. From a dataset of Peptide-MHC class I binding affinity with 185,985 pairs from IEDB/IMGT. The peptide sequence is QPTLIGANA. The MHC is HLA-B54:01 with pseudo-sequence HLA-B54:01. The binding affinity (normalized) is 0.530.